This data is from NCI-60 drug combinations with 297,098 pairs across 59 cell lines. The task is: Regression. Given two drug SMILES strings and cell line genomic features, predict the synergy score measuring deviation from expected non-interaction effect. (1) Drug 1: CNC(=O)C1=CC=CC=C1SC2=CC3=C(C=C2)C(=NN3)C=CC4=CC=CC=N4. Drug 2: C(CN)CNCCSP(=O)(O)O. Cell line: CCRF-CEM. Synergy scores: CSS=14.6, Synergy_ZIP=3.23, Synergy_Bliss=-3.03, Synergy_Loewe=-8.73, Synergy_HSA=-2.68. (2) Drug 1: CC1=C2C(C(=O)C3(C(CC4C(C3C(C(C2(C)C)(CC1OC(=O)C(C(C5=CC=CC=C5)NC(=O)C6=CC=CC=C6)O)O)OC(=O)C7=CC=CC=C7)(CO4)OC(=O)C)O)C)OC(=O)C. Drug 2: C1CCC(C(C1)N)N.C(=O)(C(=O)[O-])[O-].[Pt+4]. Cell line: EKVX. Synergy scores: CSS=11.4, Synergy_ZIP=-4.33, Synergy_Bliss=-0.438, Synergy_Loewe=0.730, Synergy_HSA=1.46. (3) Drug 2: CC(C)NC(=O)C1=CC=C(C=C1)CNNC.Cl. Synergy scores: CSS=-0.298, Synergy_ZIP=0.208, Synergy_Bliss=3.44, Synergy_Loewe=-0.998, Synergy_HSA=-0.667. Cell line: A498. Drug 1: C1=CC(=CC=C1CC(C(=O)O)N)N(CCCl)CCCl.Cl.